Dataset: Reaction yield outcomes from USPTO patents with 853,638 reactions. Task: Predict the reaction yield, written as a fraction of the theoretical maximum amount of product (1.0 means a 100% yield; for example, 0.34 means a 34% yield). (1) The reactants are [Cl:1][C:2]1[CH:7]=[CH:6][C:5]([C:8]2([C:13]3[CH:14]=[C:15]4[C:20](=[CH:21][CH:22]=3)[NH:19][C:18](=[O:23])[CH:17]=[C:16]4[C:24]3[CH:29]=[CH:28][CH:27]=[C:26]([O:30][CH3:31])[CH:25]=3)OCC[O:9]2)=[CH:4][CH:3]=1. The catalyst is Cl.CO. The product is [Cl:1][C:2]1[CH:7]=[CH:6][C:5]([C:8]([C:13]2[CH:14]=[C:15]3[C:20](=[CH:21][CH:22]=2)[NH:19][C:18](=[O:23])[CH:17]=[C:16]3[C:24]2[CH:29]=[CH:28][CH:27]=[C:26]([O:30][CH3:31])[CH:25]=2)=[O:9])=[CH:4][CH:3]=1. The yield is 0.940. (2) The yield is 1.06. The product is [CH2:1]([C:8]1[C:13](=[O:14])[N:12]2[CH:15]=[CH:16][CH:17]=[CH:18][C:11]2=[N:10][C:9]=1[CH:19]([OH:20])[C:21]([CH3:23])=[CH2:22])[C:2]1[CH:7]=[CH:6][CH:5]=[CH:4][CH:3]=1. The reactants are [CH2:1]([C:8]1[C:13](=[O:14])[N:12]2[CH:15]=[CH:16][CH:17]=[CH:18][C:11]2=[N:10][C:9]=1[CH:19]=[O:20])[C:2]1[CH:7]=[CH:6][CH:5]=[CH:4][CH:3]=1.[C:21]([Mg]Br)([CH3:23])=[CH2:22]. The catalyst is C1COCC1. (3) The reactants are [OH:1][CH2:2][CH2:3][CH2:4][CH2:5][NH:6][C:7]([N:9]1[CH2:17][C:16]2[C:11](=[CH:12][CH:13]=[CH:14][CH:15]=2)[CH2:10]1)=[O:8].O=CCCCNC(=O)C1C=CC=CC=1. No catalyst specified. The product is [O:1]=[CH:2][CH2:3][CH2:4][CH2:5][NH:6][C:7]([N:9]1[CH2:10][C:11]2[C:16](=[CH:15][CH:14]=[CH:13][CH:12]=2)[CH2:17]1)=[O:8]. The yield is 1.00. (4) The catalyst is ClCCCl. The product is [N:22]1[C:21]([C:19]([NH:18][C@@H:16]([CH3:17])[C:15]([NH:14][C@@H:4]([CH2:5][C:6]2[CH:7]=[CH:8][C:9]([O:12][CH3:13])=[CH:10][CH:11]=2)[C:3]([OH:31])=[O:2])=[O:30])=[O:20])=[CH:29][N:24]2[CH:25]=[CH:26][CH:27]=[CH:28][C:23]=12. The reactants are C[O:2][C:3](=[O:31])[C@@H:4]([NH:14][C:15](=[O:30])[C@@H:16]([NH:18][C:19]([C:21]1[N:22]=[C:23]2[CH:28]=[CH:27][CH:26]=[CH:25][N:24]2[CH:29]=1)=[O:20])[CH3:17])[CH2:5][C:6]1[CH:11]=[CH:10][C:9]([O:12][CH3:13])=[CH:8][CH:7]=1.[OH-].C[Sn+](C)C. The yield is 0.940. (5) The reactants are [F:1][CH:2]([F:22])[C:3]1[N:8]=[C:7]([NH:9][C@H:10]2[C:18]3[C:13](=[CH:14][CH:15]=[C:16]([CH3:19])[CH:17]=3)[CH2:12][C@@H:11]2[CH3:20])[N:6]=[C:5]([NH2:21])[N:4]=1.C[C:24](OC(C)=O)=[O:25]. No catalyst specified. The product is [F:22][CH:2]([F:1])[C:3]1[N:8]=[C:7]([NH:9][C@H:10]2[C:18]3[C:13](=[CH:14][CH:15]=[C:16]([CH3:19])[CH:17]=3)[CH2:12][C@@H:11]2[CH3:20])[N:6]=[C:5]([NH:21][CH:24]=[O:25])[N:4]=1. The yield is 0.500. (6) The reactants are Cl[C:2]1[C:11]2[C:6](=[CH:7][C:8]([O:14][CH3:15])=[C:9]([O:12][CH3:13])[CH:10]=2)[N:5]=[CH:4][CH:3]=1.[CH3:16][C:17]([C:19]1[C:28]2[C:23](=[CH:24][CH:25]=[CH:26][CH:27]=2)[CH:22]=[CH:21][C:20]=1[OH:29])=[O:18].O. The catalyst is CN(C)C1C=CN=CC=1.ClC1C=CC=CC=1Cl. The product is [CH3:13][O:12][C:9]1[CH:10]=[C:11]2[C:6](=[CH:7][C:8]=1[O:14][CH3:15])[N:5]=[CH:4][CH:3]=[C:2]2[O:29][C:20]1[CH:21]=[CH:22][C:23]2[C:28](=[CH:27][CH:26]=[CH:25][CH:24]=2)[C:19]=1[C:17](=[O:18])[CH3:16]. The yield is 0.600. (7) The reactants are Cl[CH2:2][C:3]1[CH:13]=[CH:12][C:6]2[O:7][C:8]([F:11])([F:10])[O:9][C:5]=2[CH:4]=1.[C-:14]#[N:15].[Na+].O.C(OC)(C)(C)C. The catalyst is CS(C)=O. The product is [F:10][C:8]1([F:11])[O:7][C:6]2[CH:12]=[CH:13][C:3]([CH2:2][C:14]#[N:15])=[CH:4][C:5]=2[O:9]1. The yield is 0.950. (8) The reactants are [C:1]([C:5]1[N:6]([CH3:12])[C:7](I)=[C:8]([I:10])[N:9]=1)([CH3:4])([CH3:3])[CH3:2].CC[Mg+].[Br-].CCOCC. The catalyst is C1COCC1. The product is [C:1]([C:5]1[N:6]([CH3:12])[CH:7]=[C:8]([I:10])[N:9]=1)([CH3:4])([CH3:2])[CH3:3]. The yield is 0.960. (9) The reactants are [O:1]=[C:2]1[CH:7]=[CH:6][CH:5]=[CH:4][N:3]1[CH2:8][C:9]([O:11][CH2:12][CH3:13])=[O:10].C(O[CH:17](OCC)[N:18]([CH3:20])[CH3:19])C. The catalyst is CN(C=O)C. The product is [CH3:17][N:18]([CH3:20])[CH:19]=[C:8]([N:3]1[CH:4]=[CH:5][CH:6]=[CH:7][C:2]1=[O:1])[C:9]([O:11][CH2:12][CH3:13])=[O:10]. The yield is 0.850. (10) The reactants are [NH2:1][C:2]1[CH2:6][CH2:5][CH:4]([CH2:7][CH3:8])[C:3]=1[C:9]([O:11]C)=O.C([O-])=O.[NH4+].[CH:17]([NH2:19])=O. No catalyst specified. The product is [CH2:7]([CH:4]1[C:3]2[C:9]([OH:11])=[N:19][CH:17]=[N:1][C:2]=2[CH2:6][CH2:5]1)[CH3:8]. The yield is 0.719.